From a dataset of Ames mutagenicity test results for genotoxicity prediction. Regression/Classification. Given a drug SMILES string, predict its toxicity properties. Task type varies by dataset: regression for continuous values (e.g., LD50, hERG inhibition percentage) or binary classification for toxic/non-toxic outcomes (e.g., AMES mutagenicity, cardiotoxicity, hepatotoxicity). Dataset: ames. The compound is CC1C=C(C=O)C(C=O)C(O)C2CC(C)(C)CC12. The result is 0 (non-mutagenic).